From a dataset of Forward reaction prediction with 1.9M reactions from USPTO patents (1976-2016). Predict the product of the given reaction. (1) Given the reactants [CH2:1]([O:8][C:9](=[O:25])[N:10](CC1C=CC=CC=1)[C@H:11]1[CH2:17][CH2:16][C@@H:15]2[C@@H:13]([O:14]2)[CH2:12]1)[C:2]1[CH:7]=[CH:6][CH:5]=[CH:4][CH:3]=1.Cl([O-])(=O)(=O)=O.[Li+].[N-:32]=[N+:33]=[N-:34].[Na+].C(=O)(O)[O-].[Na+], predict the reaction product. The product is: [CH2:1]([O:8][C:9](=[O:25])[NH:10][C@H:11]1[CH2:17][CH2:16][C@H:15]([N:32]=[N+:33]=[N-:34])[C@@H:13]([OH:14])[CH2:12]1)[C:2]1[CH:7]=[CH:6][CH:5]=[CH:4][CH:3]=1. (2) Given the reactants [N:1]([C:4]1([C:21]2[CH:26]=[CH:25][CH:24]=[C:23]([CH:27]([CH3:29])[CH3:28])[CH:22]=2)[CH2:7][N:6]([CH:8]([C:15]2[CH:20]=[CH:19][CH:18]=[CH:17][CH:16]=2)[C:9]2[CH:14]=[CH:13][CH:12]=[CH:11][CH:10]=2)[CH2:5]1)=[N+]=[N-].[H][H], predict the reaction product. The product is: [CH:8]([N:6]1[CH2:5][C:4]([NH2:1])([C:21]2[CH:26]=[CH:25][CH:24]=[C:23]([CH:27]([CH3:28])[CH3:29])[CH:22]=2)[CH2:7]1)([C:9]1[CH:10]=[CH:11][CH:12]=[CH:13][CH:14]=1)[C:15]1[CH:16]=[CH:17][CH:18]=[CH:19][CH:20]=1. (3) The product is: [CH3:24][C:25]([CH3:29])([CH3:28])[CH2:26][CH2:27][C:13]1[CH:12]=[CH:11][C:10]([N:16]2[S:20](=[O:21])(=[O:22])[NH:19][C:18](=[O:23])[CH2:17]2)=[C:9]([OH:8])[CH:14]=1. Given the reactants C([O:8][C:9]1[CH:14]=[C:13](I)[CH:12]=[CH:11][C:10]=1[N:16]1[S:20](=[O:22])(=[O:21])[NH:19][C:18](=[O:23])[CH2:17]1)C1C=CC=CC=1.[CH3:24][C:25]([CH3:29])([CH3:28])[CH:26]=[CH2:27], predict the reaction product. (4) Given the reactants C[O:2][C:3](=[O:23])[C:4]1[CH:9]=[CH:8][C:7]([C:10]2[O:11][C:12]([CH:15]([N:17]3[CH2:22][CH2:21][O:20][CH2:19][CH2:18]3)[CH3:16])=[CH:13][CH:14]=2)=[CH:6][CH:5]=1, predict the reaction product. The product is: [N:17]1([CH:15]([C:12]2[O:11][C:10]([C:7]3[CH:8]=[CH:9][C:4]([C:3]([OH:23])=[O:2])=[CH:5][CH:6]=3)=[CH:14][CH:13]=2)[CH3:16])[CH2:22][CH2:21][O:20][CH2:19][CH2:18]1. (5) Given the reactants [Cl:1][C:2]1[N:7]=[C:6]([Cl:8])[CH:5]=[C:4](Cl)[N:3]=1.[CH3:10][C:11]1[S:15][C:14]([NH2:16])=[N:13][CH:12]=1.[H-].[Na+], predict the reaction product. The product is: [Cl:1][C:2]1[N:3]=[C:4]([NH:16][C:14]2[S:15][C:11]([CH3:10])=[CH:12][N:13]=2)[CH:5]=[C:6]([Cl:8])[N:7]=1. (6) Given the reactants [NH2:1][C:2]1[CH:3]=[N:4][NH:5][C:6]=1[N:7]1[CH2:12][CH2:11][CH:10]([CH2:13][NH:14]C(=O)OC(C)(C)C)[CH2:9][CH2:8]1.C(OC([NH:29][C:30]1[S:34][C:33]([C:35]2[C:40]([F:41])=[CH:39][CH:38]=[CH:37][C:36]=2[F:42])=[N:32][C:31]=1[C:43](O)=[O:44])=O)(C)(C)C.[CH3:46]N(C(ON1N=NC2C=CC=NC1=2)=[N+](C)C)C.F[P-](F)(F)(F)(F)F, predict the reaction product. The product is: [NH2:29][C:30]1[S:34][C:33]([C:35]2[C:40]([F:41])=[CH:39][CH:38]=[CH:37][C:36]=2[F:42])=[N:32][C:31]=1[C:43]([NH:1][C:2]1[CH:3]=[N:4][N:5]([CH3:46])[C:6]=1[N:7]1[CH2:8][CH2:9][CH:10]([CH2:13][NH2:14])[CH2:11][CH2:12]1)=[O:44]. (7) Given the reactants C([O:3][C:4](=O)[C:5]1[CH:10]=[CH:9][CH:8]=[C:7]([NH:11][C:12]2[S:13][CH:14]=[C:15]([C:17]3[N:21]4[CH:22]=[CH:23][CH:24]=[CH:25][C:20]4=[N:19][C:18]=3[CH3:26])[N:16]=2)[CH:6]=1)C.ClCCl.[NH2:31][OH:32].[OH-].[Na+], predict the reaction product. The product is: [OH:32][NH:31][C:4](=[O:3])[C:5]1[CH:10]=[CH:9][CH:8]=[C:7]([NH:11][C:12]2[S:13][CH:14]=[C:15]([C:17]3[N:21]4[CH:22]=[CH:23][CH:24]=[CH:25][C:20]4=[N:19][C:18]=3[CH3:26])[N:16]=2)[CH:6]=1. (8) Given the reactants [Br:1][C:2]1[CH:7]=[C:6]([O:8]C)[CH:5]=[CH:4][C:3]=1[C:10](=[O:22])[CH2:11][C:12]1[CH:17]=[C:16]([O:18]C)[CH:15]=[CH:14][C:13]=1OC.N1C(=O)CC[C@H]1C(O)=O.Cl, predict the reaction product. The product is: [Br:1][C:2]1[CH:7]=[C:6]([OH:8])[CH:5]=[CH:4][C:3]=1[C:10]1[O:22][C:13]2[CH:14]=[CH:15][C:16]([OH:18])=[CH:17][C:12]=2[CH:11]=1. (9) Given the reactants [NH2:1][C:2]1[CH:7]=[CH:6][C:5]([N:8]2[CH2:13][CH2:12][N:11]([CH3:14])[CH2:10][CH2:9]2)=[CH:4][C:3]=1[CH2:15][C:16]([NH2:18])=[O:17].C[O:20][C:21](=O)[C:22]([C:24]1[C:32]2[C:27](=[CH:28][CH:29]=[CH:30][CH:31]=2)[NH:26][CH:25]=1)=O.CC([O-])(C)C.[K+], predict the reaction product. The product is: [NH2:1][C:2]1[CH:7]=[CH:6][C:5]([N:8]2[CH2:13][CH2:12][N:11]([CH3:14])[CH2:10][CH2:9]2)=[CH:4][C:3]=1[C:15]1[C:16](=[O:17])[NH:18][C:21](=[O:20])[C:22]=1[C:24]1[C:32]2[C:27](=[CH:28][CH:29]=[CH:30][CH:31]=2)[NH:26][CH:25]=1. (10) The product is: [C:1]([O:5][C:6](=[O:24])[NH:7][C@@H:8]([CH2:17][C:18]1[CH:19]=[CH:20][CH:21]=[CH:22][CH:23]=1)[C@H:9]([OH:16])[CH2:10][N:11]([CH2:12][CH:13]([CH3:14])[CH3:15])[S:41]([C:38]1[CH:37]=[CH:36][C:35]([N+:32]([O-:34])=[O:33])=[CH:40][CH:39]=1)(=[O:42])=[O:43])([CH3:3])([CH3:4])[CH3:2]. Given the reactants [C:1]([O:5][C:6](=[O:24])[NH:7][C@@H:8]([CH2:17][C:18]1[CH:23]=[CH:22][CH:21]=[CH:20][CH:19]=1)[C@H:9]([OH:16])[CH2:10][NH:11][CH2:12][CH:13]([CH3:15])[CH3:14])([CH3:4])([CH3:3])[CH3:2].C(N(CC)CC)C.[N+:32]([C:35]1[CH:40]=[CH:39][C:38]([S:41](Cl)(=[O:43])=[O:42])=[CH:37][CH:36]=1)([O-:34])=[O:33].O, predict the reaction product.